Dataset: Reaction yield outcomes from USPTO patents with 853,638 reactions. Task: Predict the reaction yield, written as a fraction of the theoretical maximum amount of product (1.0 means a 100% yield; for example, 0.34 means a 34% yield). The reactants are [Br:1][C:2]1[CH:8]=[CH:7][CH:6]=[CH:5][C:3]=1[NH2:4].[CH:9]1([CH:12]=O)[CH2:11][CH2:10]1.C(O)(=O)C.C(O[BH-](OC(=O)C)OC(=O)C)(=O)C.[Na+]. The catalyst is ClCCl. The product is [Br:1][C:2]1[CH:8]=[CH:7][CH:6]=[CH:5][C:3]=1[NH:4][CH2:12][CH:9]1[CH2:11][CH2:10]1. The yield is 0.930.